Dataset: Full USPTO retrosynthesis dataset with 1.9M reactions from patents (1976-2016). Task: Predict the reactants needed to synthesize the given product. (1) Given the product [ClH:44].[CH3:42][C:37]([CH3:41])([CH2:36][CH2:35][C:34]([N:24]1[CH2:25][CH2:26][CH:27]([C:28]2[CH:29]=[CH:30][CH:31]=[CH:32][CH:33]=2)[CH:22]([CH2:21][NH:8][C@@H:9]([C:11]2[C:20]3[C:15](=[CH:16][CH:17]=[CH:18][CH:19]=3)[CH:14]=[CH:13][CH:12]=2)[CH3:10])[CH2:23]1)=[O:43])[C:38]([OH:40])=[O:39], predict the reactants needed to synthesize it. The reactants are: C(OC([N:8]([CH2:21][CH:22]1[CH:27]([C:28]2[CH:33]=[CH:32][CH:31]=[CH:30][CH:29]=2)[CH2:26][CH2:25][N:24]([C:34](=[O:43])[CH2:35][CH2:36][C:37]([CH3:42])([CH3:41])[C:38]([OH:40])=[O:39])[CH2:23]1)[C@@H:9]([C:11]1[C:20]2[C:15](=[CH:16][CH:17]=[CH:18][CH:19]=2)[CH:14]=[CH:13][CH:12]=1)[CH3:10])=O)(C)(C)C.[ClH:44].O1CCOCC1. (2) Given the product [ClH:1].[F:2][C:3]1[CH:8]=[C:7]([CH3:9])[CH:6]=[CH:5][C:4]=1[N:10]1[C:14]2[CH:15]=[CH:16][CH:17]=[CH:18][C:13]=2[N:12]([CH2:19][CH2:20][CH2:21][CH2:22][NH:23][CH3:24])[S:11]1(=[O:26])=[O:25], predict the reactants needed to synthesize it. The reactants are: [ClH:1].[F:2][C:3]1[CH:8]=[C:7]([CH3:9])[CH:6]=[CH:5][C:4]=1[N:10]1[C:14]2[CH:15]=[CH:16][CH:17]=[CH:18][C:13]=2[N:12]([CH2:19]/[CH:20]=[CH:21]\[CH2:22][NH:23][CH3:24])[S:11]1(=[O:26])=[O:25].